This data is from Reaction yield outcomes from USPTO patents with 853,638 reactions. The task is: Predict the reaction yield, written as a fraction of the theoretical maximum amount of product (1.0 means a 100% yield; for example, 0.34 means a 34% yield). (1) The reactants are [ClH:1].C(OC(=O)[NH:8][C:9]1[N:10]=[C:11]2[N:15]([CH:16]=1)[CH:14]=[C:13]([Br:17])[S:12]2)(C)(C)C. The catalyst is O1CCOCC1. The product is [ClH:1].[Br:17][C:13]1[S:12][C:11]2=[N:10][C:9]([NH2:8])=[CH:16][N:15]2[CH:14]=1. The yield is 1.00. (2) The reactants are Br[C:2]1[CH:7]=[CH:6][C:5]2[C:8]3[CH2:9][N:10]([C:15]([O:17][C:18]([CH3:21])([CH3:20])[CH3:19])=[O:16])[CH2:11][CH2:12][C:13]=3[O:14][C:4]=2[CH:3]=1.[F:22][C:23]1[CH:24]=[CH:25][C:26]([CH2:29][O:30][C:31]2[CH:36]=[N:35][NH:34][C:33](=[O:37])[CH:32]=2)=[N:27][CH:28]=1. No catalyst specified. The product is [F:22][C:23]1[CH:24]=[CH:25][C:26]([CH2:29][O:30][C:31]2[CH:36]=[N:35][N:34]([C:2]3[CH:7]=[CH:6][C:5]4[C:8]5[CH2:9][N:10]([C:15]([O:17][C:18]([CH3:21])([CH3:20])[CH3:19])=[O:16])[CH2:11][CH2:12][C:13]=5[O:14][C:4]=4[CH:3]=3)[C:33](=[O:37])[CH:32]=2)=[N:27][CH:28]=1. The yield is 0.790. (3) The reactants are [Cl:1][C:2]1[CH:7]=[CH:6][C:5]([CH:8]([OH:29])[C:9]2[CH:10]=[C:11]([B-](F)(F)F)[S:12][C:13]=2[C:14]2[N:18]=[CH:17][N:16](C3CCCCO3)[N:15]=2)=[CH:4][CH:3]=1.[K+].Br[C:32]1[CH:37]=[CH:36][N:35]=[C:34]([C:38]#[N:39])[CH:33]=1.C1(P(C2CCCCC2)C2C=CC=CC=2C2C(OC(C)C)=CC=CC=2OC(C)C)CCCCC1.C(=O)([O-])[O-].[Na+].[Na+].C(O)C.O1CCOCC1.C(O)(C)(C)C.Cl. The catalyst is C([O-])(=O)C.[Pd+2].C([O-])(=O)C. The product is [Cl:1][C:2]1[CH:3]=[CH:4][C:5]([CH:8]([OH:29])[C:9]2[CH:10]=[C:11]([C:32]3[CH:37]=[CH:36][N:35]=[C:34]([C:38]#[N:39])[CH:33]=3)[S:12][C:13]=2[C:14]2[NH:18][CH:17]=[N:16][N:15]=2)=[CH:6][CH:7]=1. The yield is 0.114. (4) The reactants are [C:1]([Si:5]([CH3:21])([CH3:20])[O:6][CH:7]1[CH2:10][N:9]([C:11]2[CH:12]=[CH:13][C:14]([N+:17]([O-])=O)=[N:15][CH:16]=2)[CH2:8]1)([CH3:4])([CH3:3])[CH3:2].[NH4+].[Cl-]. The catalyst is C(O)C.[Fe]. The product is [C:1]([Si:5]([CH3:21])([CH3:20])[O:6][CH:7]1[CH2:8][N:9]([C:11]2[CH:12]=[CH:13][C:14]([NH2:17])=[N:15][CH:16]=2)[CH2:10]1)([CH3:4])([CH3:3])[CH3:2]. The yield is 0.940. (5) The reactants are [Cl:1][C:2]1[CH:7]=[CH:6][C:5]([C:8](=O)[CH2:9][NH:10][C:11]2[CH:16]=[CH:15][CH:14]=[C:13]([CH2:17][OH:18])[CH:12]=2)=[CH:4][CH:3]=1.[OH-].[K+].[C:22](#[N:26])[CH2:23][C:24]#[N:25].CO. The catalyst is O. The product is [NH2:26][C:22]1[N:10]([C:11]2[CH:16]=[CH:15][CH:14]=[C:13]([CH2:17][OH:18])[CH:12]=2)[CH:9]=[C:8]([C:5]2[CH:6]=[CH:7][C:2]([Cl:1])=[CH:3][CH:4]=2)[C:23]=1[C:24]#[N:25]. The yield is 0.500. (6) The reactants are [O:1]1[CH2:6][CH2:5][CH:4]([C:7]([OH:9])=[O:8])[CH2:3][CH2:2]1.[C:10](=O)([O-])[O-].[K+].[K+].S(OC)(OC)(=O)=O. The catalyst is CC(C)=O. The product is [O:1]1[CH2:6][CH2:5][CH:4]([C:7]([O:9][CH3:10])=[O:8])[CH2:3][CH2:2]1. The yield is 0.990. (7) The reactants are [H-].[Na+].[NH:3]1[CH:7]=[CH:6][CH:5]=[CH:4]1.[C:8]([C:12]1[N:16]([CH2:17][CH:18]2[CH2:23][CH2:22][O:21][CH2:20][CH2:19]2)[C:15]2[CH:24]=[CH:25][C:26]([S:28](Cl)(=[O:30])=[O:29])=[CH:27][C:14]=2[N:13]=1)([CH3:11])([CH3:10])[CH3:9]. The catalyst is C1COCC1. The product is [C:8]([C:12]1[N:16]([CH2:17][CH:18]2[CH2:19][CH2:20][O:21][CH2:22][CH2:23]2)[C:15]2[CH:24]=[CH:25][C:26]([S:28]([N:3]3[CH:7]=[CH:6][CH:5]=[CH:4]3)(=[O:29])=[O:30])=[CH:27][C:14]=2[N:13]=1)([CH3:11])([CH3:9])[CH3:10]. The yield is 0.350.